Dataset: hERG Central: cardiac toxicity at 1µM, 10µM, and general inhibition. Task: Predict hERG channel inhibition at various concentrations. (1) The molecule is CCN(CCNC(=O)CN1CCN(Cc2ccc(Cl)cc2)C1=O)c1ccccc1. Results: hERG_inhib (hERG inhibition (general)): blocker. (2) The drug is COc1ccc(-n2c(-c3ccc(Br)cc3)c[n+]3c2SC(C)C3)cc1.[Br-]. Results: hERG_inhib (hERG inhibition (general)): blocker. (3) The molecule is CCCCN(C)C(=O)C1CCN(Cc2ccc(OCc3ccccc3)cc2)CC1.O=C(O)C(=O)O. Results: hERG_inhib (hERG inhibition (general)): blocker. (4) The molecule is COc1ccccc1NC(C)=[N+](C)CCNS(=O)(=O)c1ccc(Cl)cc1.[I-]. Results: hERG_inhib (hERG inhibition (general)): blocker. (5) The compound is COc1ccccc1C(=O)NCC(=O)NCCC(c1ccccc1)c1ccccc1. Results: hERG_inhib (hERG inhibition (general)): blocker. (6) The molecule is Cc1ccc(NS(=O)(=O)c2cccc(C(=O)NCc3ccccn3)c2)cc1. Results: hERG_inhib (hERG inhibition (general)): blocker.